This data is from Full USPTO retrosynthesis dataset with 1.9M reactions from patents (1976-2016). The task is: Predict the reactants needed to synthesize the given product. (1) Given the product [CH3:30][O:29][C:28]1[CH:31]=[CH:32][C:25]([CH2:24][NH:33][CH2:22][C:8]2[C:9]([C:12]3[CH:17]=[CH:16][CH:15]=[CH:14][C:13]=3[C:18]([F:21])([F:20])[F:19])=[N:10][C:11]3[C:6]([CH:7]=2)=[CH:5][CH:4]=[CH:3][C:2]=3[CH3:1])=[CH:26][CH:27]=1, predict the reactants needed to synthesize it. The reactants are: [CH3:1][C:2]1[CH:3]=[CH:4][CH:5]=[C:6]2[C:11]=1[N:10]=[C:9]([C:12]1[CH:17]=[CH:16][CH:15]=[CH:14][C:13]=1[C:18]([F:21])([F:20])[F:19])[C:8]([CH:22]=O)=[CH:7]2.[CH2:24]([NH2:33])[C:25]1[CH:32]=[CH:31][C:28]([O:29][CH3:30])=[CH:27][CH:26]=1.[BH-](OC(C)=O)(OC(C)=O)OC(C)=O.[Na+]. (2) Given the product [C:24]([C:23]1[CH:26]=[C:19]([NH:4][C:3]([C:5]2[C:9]([NH:10][CH2:11][CH2:12][NH:13][S:14]([CH3:17])(=[O:16])=[O:15])=[N:8][O:7][N:6]=2)=[N:2][OH:1])[CH:20]=[CH:21][C:22]=1[F:27])#[N:25], predict the reactants needed to synthesize it. The reactants are: [OH:1][N:2]=[C:3]([C:5]1[C:9]([NH:10][CH2:11][CH2:12][NH:13][S:14]([CH3:17])(=[O:16])=[O:15])=[N:8][O:7][N:6]=1)[NH2:4].N[C:19]1[CH:20]=[CH:21][C:22]([F:27])=[C:23]([CH:26]=1)[C:24]#[N:25].